This data is from Full USPTO retrosynthesis dataset with 1.9M reactions from patents (1976-2016). The task is: Predict the reactants needed to synthesize the given product. (1) The reactants are: [N:1]1[CH:6]=[CH:5][CH:4]=[C:3]([NH:7][C:8](=[O:15])OCC(Cl)(Cl)Cl)[CH:2]=1.[F:16][C:17]1[CH:22]=[CH:21][CH:20]=[CH:19][C:18]=1[C:23]1[CH:28]=[C:27]([N:29]2[CH2:34][CH2:33][NH:32][CH2:31][CH2:30]2)[N:26]=[CH:25][N:24]=1. Given the product [F:16][C:17]1[CH:22]=[CH:21][CH:20]=[CH:19][C:18]=1[C:23]1[N:24]=[CH:25][N:26]=[C:27]([N:29]2[CH2:30][CH2:31][N:32]([C:8]([NH:7][C:3]3[CH:2]=[N:1][CH:6]=[CH:5][CH:4]=3)=[O:15])[CH2:33][CH2:34]2)[CH:28]=1, predict the reactants needed to synthesize it. (2) Given the product [C:8]([O:7][C:6]([NH:22][C:20](=[N:21][C:6]([O:7][C:8]([CH3:9])([CH3:10])[CH3:11])=[O:12])[S:19][CH3:18])=[O:12])([CH3:11])([CH3:10])[CH3:9], predict the reactants needed to synthesize it. The reactants are: C(O[C:6](=[O:12])[O:7][C:8]([CH3:11])([CH3:10])[CH3:9])(C)(C)C.S(O)(O)(=O)=O.[CH3:18][S:19][C:20](=[NH:22])[NH2:21].[CH3:18][S:19][C:20](=[NH:22])[NH2:21]. (3) Given the product [CH3:1][C:2]1[O:3][C:4]([C:7]2[CH:12]=[CH:11][C:10]([NH2:13])=[CH:9][CH:8]=2)=[N:5][N:6]=1, predict the reactants needed to synthesize it. The reactants are: [CH3:1][C:2]1[O:3][C:4]([C:7]2[CH:12]=[CH:11][C:10]([N+:13]([O-])=O)=[CH:9][CH:8]=2)=[N:5][N:6]=1.C(O)C. (4) Given the product [Cl:1][C:2]1[CH:10]=[C:9]2[C:5]([CH:6]([C:12]3[CH:17]=[CH:16][CH:15]=[C:14]([O:18][CH3:19])[CH:13]=3)[C:7](=[O:11])[NH:8]2)=[CH:4][CH:3]=1, predict the reactants needed to synthesize it. The reactants are: [Cl:1][C:2]1[CH:10]=[C:9]2[C:5]([C:6](O)([C:12]3[CH:17]=[CH:16][CH:15]=[C:14]([O:18][CH3:19])[CH:13]=3)[C:7](=[O:11])[NH:8]2)=[CH:4][CH:3]=1.C([SiH](CC)CC)C.C(=O)([O-])[O-].[Na+].[Na+]. (5) Given the product [CH3:21][S:22]([C:25]1[CH:30]=[CH:29][C:28]([C:16]2[N:11]3[C:12]([S:13][C:9]([C:7]4[CH:8]=[C:3]([C:2]([F:20])([F:19])[F:1])[C:4]([NH2:18])=[N:5][CH:6]=4)=[N:10]3)=[N:14][CH:15]=2)=[CH:27][CH:26]=1)(=[O:24])=[O:23], predict the reactants needed to synthesize it. The reactants are: [F:1][C:2]([F:20])([F:19])[C:3]1[C:4]([NH2:18])=[N:5][CH:6]=[C:7]([C:9]2[S:13][C:12]3=[N:14][CH:15]=[C:16](I)[N:11]3[N:10]=2)[CH:8]=1.[CH3:21][S:22]([C:25]1[CH:30]=[CH:29][C:28](B(O)O)=[CH:27][CH:26]=1)(=[O:24])=[O:23].C([O-])([O-])=O.[Na+].[Na+]. (6) Given the product [C:35]([C:2]1[CH:3]=[N:4][N:5]2[CH:10]=[CH:9][C:8]([C:11]([NH:13][C:14]3[CH:15]=[N:16][CH:17]=[CH:18][C:19]=3[C@@H:20]3[CH2:25][C@H:24]([CH3:26])[CH2:23][C@H:22]([NH:27][C:28](=[O:34])[O:29][C:30]([CH3:33])([CH3:32])[CH3:31])[CH2:21]3)=[O:12])=[N:7][C:6]=12)([CH3:37])=[CH2:36], predict the reactants needed to synthesize it. The reactants are: Br[C:2]1[CH:3]=[N:4][N:5]2[CH:10]=[CH:9][C:8]([C:11]([NH:13][C:14]3[CH:15]=[N:16][CH:17]=[CH:18][C:19]=3[C@@H:20]3[CH2:25][C@H:24]([CH3:26])[CH2:23][C@H:22]([NH:27][C:28](=[O:34])[O:29][C:30]([CH3:33])([CH3:32])[CH3:31])[CH2:21]3)=[O:12])=[N:7][C:6]=12.[C:35](B1OC(C)(C)C(C)(C)O1)([CH3:37])=[CH2:36].O.P([O-])([O-])([O-])=O.[K+].[K+].[K+]. (7) Given the product [Cl:21][C:22]1[CH:27]=[CH:26][C:25]([C:28]2[NH:29][C:30]3[C:35]([C:18]=2[CH2:17][N:12]2[CH2:13][CH2:14][CH:9]([C:3]4[C:4]([CH3:8])=[CH:5][CH:6]=[CH:7][C:2]=4[CH3:1])[CH2:10][CH2:11]2)=[CH:34][CH:33]=[CH:32][CH:31]=3)=[CH:24][CH:23]=1, predict the reactants needed to synthesize it. The reactants are: [CH3:1][C:2]1[CH:7]=[CH:6][CH:5]=[C:4]([CH3:8])[C:3]=1[CH:9]1[CH2:14][CH2:13][NH:12][CH2:11][CH2:10]1.C=O.[CH3:17][C:18](O)=O.[Cl:21][C:22]1[CH:27]=[CH:26][C:25]([C:28]2[NH:29][C:30]3[C:35](C=2)=[CH:34][CH:33]=[CH:32][CH:31]=3)=[CH:24][CH:23]=1.